From a dataset of Full USPTO retrosynthesis dataset with 1.9M reactions from patents (1976-2016). Predict the reactants needed to synthesize the given product. Given the product [F:1][C:2]1[CH:3]=[C:4]([CH:20]=[CH:21][C:22]=1[F:23])[CH2:5][CH:6]1[CH2:11][CH:10]([C:12]([OH:14])=[O:13])[CH2:9][CH2:8][N:7]1[C:16]([O:18][CH3:19])=[O:17], predict the reactants needed to synthesize it. The reactants are: [F:1][C:2]1[CH:3]=[C:4]([CH:20]=[CH:21][C:22]=1[F:23])[CH2:5][CH:6]1[CH2:11][CH:10]([C:12]([O:14]C)=[O:13])[CH2:9][CH2:8][N:7]1[C:16]([O:18][CH3:19])=[O:17].[Br-].[Li+].C(N(CC)CC)C.CC(OC)(C)C.